From a dataset of NCI-60 drug combinations with 297,098 pairs across 59 cell lines. Regression. Given two drug SMILES strings and cell line genomic features, predict the synergy score measuring deviation from expected non-interaction effect. (1) Synergy scores: CSS=35.8, Synergy_ZIP=2.05, Synergy_Bliss=3.39, Synergy_Loewe=-43.9, Synergy_HSA=1.18. Drug 1: CC1=CC2C(CCC3(C2CCC3(C(=O)C)OC(=O)C)C)C4(C1=CC(=O)CC4)C. Drug 2: CCC1=C2CN3C(=CC4=C(C3=O)COC(=O)C4(CC)O)C2=NC5=C1C=C(C=C5)O. Cell line: M14. (2) Drug 1: C1CCC(CC1)NC(=O)N(CCCl)N=O. Drug 2: C1=CN(C(=O)N=C1N)C2C(C(C(O2)CO)O)O.Cl. Cell line: NCI-H322M. Synergy scores: CSS=11.1, Synergy_ZIP=0.733, Synergy_Bliss=2.78, Synergy_Loewe=-1.60, Synergy_HSA=2.97. (3) Drug 1: C1CC(C1)(C(=O)O)C(=O)O.[NH2-].[NH2-].[Pt+2]. Drug 2: COC1=NC(=NC2=C1N=CN2C3C(C(C(O3)CO)O)O)N. Cell line: SF-268. Synergy scores: CSS=3.28, Synergy_ZIP=-0.598, Synergy_Bliss=1.37, Synergy_Loewe=-2.97, Synergy_HSA=-0.786. (4) Synergy scores: CSS=15.5, Synergy_ZIP=-0.187, Synergy_Bliss=6.57, Synergy_Loewe=-11.1, Synergy_HSA=-0.722. Drug 2: N.N.Cl[Pt+2]Cl. Drug 1: CC1CCC2CC(C(=CC=CC=CC(CC(C(=O)C(C(C(=CC(C(=O)CC(OC(=O)C3CCCCN3C(=O)C(=O)C1(O2)O)C(C)CC4CCC(C(C4)OC)O)C)C)O)OC)C)C)C)OC. Cell line: TK-10. (5) Drug 1: CS(=O)(=O)C1=CC(=C(C=C1)C(=O)NC2=CC(=C(C=C2)Cl)C3=CC=CC=N3)Cl. Drug 2: COC1=NC(=NC2=C1N=CN2C3C(C(C(O3)CO)O)O)N. Cell line: RXF 393. Synergy scores: CSS=7.02, Synergy_ZIP=-2.43, Synergy_Bliss=-5.20, Synergy_Loewe=-10.2, Synergy_HSA=-4.30. (6) Drug 1: C1=CN(C(=O)N=C1N)C2C(C(C(O2)CO)O)O.Cl. Drug 2: CC(C)NC(=O)C1=CC=C(C=C1)CNNC.Cl. Cell line: BT-549. Synergy scores: CSS=35.3, Synergy_ZIP=-0.802, Synergy_Bliss=-1.01, Synergy_Loewe=-43.9, Synergy_HSA=-0.764.